Dataset: Reaction yield outcomes from USPTO patents with 853,638 reactions. Task: Predict the reaction yield, written as a fraction of the theoretical maximum amount of product (1.0 means a 100% yield; for example, 0.34 means a 34% yield). (1) The reactants are Br[C:2]1[N:6]2[N:7]=[C:8]([NH:11][CH2:12][C:13]3[CH:18]=[CH:17][CH:16]=[CH:15][N:14]=3)[CH:9]=[CH:10][C:5]2=[N:4][CH:3]=1.[ClH:19]. The catalyst is CCOCC. The product is [ClH:19].[C:12]([C:2]1[N:6]2[N:7]=[C:8]([NH:11][CH2:12][C:13]3[CH:18]=[CH:17][CH:16]=[CH:15][N:14]=3)[CH:9]=[CH:10][C:5]2=[N:4][CH:3]=1)#[C:13][CH2:18][CH2:17][CH2:16][CH3:15]. The yield is 0.160. (2) The reactants are C[O:2][C:3](=[O:15])[CH2:4][O:5][C:6]1[CH:11]=[CH:10][C:9]([CH:12]2[CH2:14][CH2:13]2)=[CH:8][CH:7]=1.CO.[OH-].[Li+].Cl. The catalyst is C1COCC1. The product is [CH:12]1([C:9]2[CH:10]=[CH:11][C:6]([O:5][CH2:4][C:3]([OH:15])=[O:2])=[CH:7][CH:8]=2)[CH2:14][CH2:13]1. The yield is 0.980. (3) The reactants are FC1C=C2C(C([C:20]3[CH:28]=[C:27]4[C:23]([CH:24]=[N:25][N:26]4[CH2:29][CH:30]4[CH2:35][CH2:34][N:33]([C:36](=[O:38])[CH3:37])[CH2:32][CH2:31]4)=[CH:22][CH:21]=3)=CN2S(C2C=CC=CC=2)(=O)=O)=CC=1.Cl.[F:40][C:41]1[CH:49]=[C:48]2[C:44]([C:45](C3C=CC4C(C=3)=NN(C3CCNCC3)C=4)=[CH:46][N:47]2S(C2C=CC=CC=2)(=O)=O)=[CH:43][CH:42]=1. No catalyst specified. The product is [F:40][C:41]1[CH:49]=[C:48]2[C:44]([C:45]([C:21]3[CH:22]=[C:23]4[C:27](=[CH:28][CH:20]=3)[N:26]([CH2:29][CH:30]3[CH2:31][CH2:32][N:33]([C:36](=[O:38])[CH3:37])[CH2:34][CH2:35]3)[N:25]=[CH:24]4)=[CH:46][NH:47]2)=[CH:43][CH:42]=1. The yield is 0.280. (4) The reactants are Br[CH2:2][C:3]1[CH:8]=[CH:7][C:6]([Cl:9])=[C:5]([O:10][CH3:11])[CH:4]=1.[C-:12]#[N:13].[Na+]. The catalyst is C(O)C. The product is [Cl:9][C:6]1[CH:7]=[CH:8][C:3]([CH2:2][C:12]#[N:13])=[CH:4][C:5]=1[O:10][CH3:11]. The yield is 0.480.